Predict the product of the given reaction. From a dataset of Forward reaction prediction with 1.9M reactions from USPTO patents (1976-2016). (1) Given the reactants [CH3:1][CH:2]([CH3:37])[CH2:3][CH:4]([C:21]1[CH:26]=[CH:25][C:24]([C:27]2[CH:32]=[CH:31][C:30]([C:33]([F:36])([F:35])[F:34])=[CH:29][CH:28]=2)=[CH:23][CH:22]=1)[O:5][C:6]1[CH:20]=[CH:19][C:9]([C:10]([NH:12][CH2:13][CH2:14][C:15]([O:17]C)=[O:16])=[O:11])=[CH:8][N:7]=1, predict the reaction product. The product is: [CH3:1][CH:2]([CH3:37])[CH2:3][CH:4]([C:21]1[CH:26]=[CH:25][C:24]([C:27]2[CH:28]=[CH:29][C:30]([C:33]([F:36])([F:34])[F:35])=[CH:31][CH:32]=2)=[CH:23][CH:22]=1)[O:5][C:6]1[CH:20]=[CH:19][C:9]([C:10]([NH:12][CH2:13][CH2:14][C:15]([OH:17])=[O:16])=[O:11])=[CH:8][N:7]=1. (2) Given the reactants [Br:1][C:2]1[CH:7]=[N:6][C:5]2=[CH:8][N:9]([CH2:11][C:12](=O)[CH3:13])[N:10]=[C:4]2[CH:3]=1.[Si]([O:22][CH:23]([CH3:35])[CH2:24][N:25]1[CH:34]=[C:28]2[N:29]=[CH:30][C:31]([Br:33])=[CH:32][C:27]2=[N:26]1)([C:18](C)(C)[CH3:19])(C)C.[Br:36][C:37]1[CH:38]=[C:39]([N+:45]([O-:47])=[O:46])[C:40]([CH:43]=[O:44])=[N:41][CH:42]=1.N[C:49]1[C:54]([N+:55]([O-:57])=[O:56])=[CH:53][C:52]([Br:58])=[CH:51][N:50]=1.BrC1C=C([N+]([O-])=O)C(I)=NC=1.I([O-])(=O)(=O)=O.[Na+], predict the reaction product. The product is: [NH2:41][C:12]([CH3:13])([CH2:11][N:9]1[CH:8]=[C:5]2[N:6]=[CH:7][C:2]([Br:1])=[CH:3][C:4]2=[N:10]1)[C:24]#[N:25].[Br:33][C:31]1[CH:30]=[N:29][C:28]2=[CH:34][N:25]([CH2:24][C:23](=[O:22])[CH3:35])[N:26]=[C:27]2[CH:32]=1.[Br:36][C:37]1[CH:38]=[C:39]([N+:45]([O-:47])=[O:46])[C:40]([CH:43]=[O:44])=[N:41][CH:42]=1.[Br:58][C:52]1[CH:53]=[C:54]([N+:55]([O-:57])=[O:56])[C:49]([CH:18]=[CH2:19])=[N:50][CH:51]=1.